Task: Regression. Given two drug SMILES strings and cell line genomic features, predict the synergy score measuring deviation from expected non-interaction effect.. Dataset: NCI-60 drug combinations with 297,098 pairs across 59 cell lines (1) Drug 1: CS(=O)(=O)C1=CC(=C(C=C1)C(=O)NC2=CC(=C(C=C2)Cl)C3=CC=CC=N3)Cl. Drug 2: COC1=CC(=CC(=C1O)OC)C2C3C(COC3=O)C(C4=CC5=C(C=C24)OCO5)OC6C(C(C7C(O6)COC(O7)C8=CC=CS8)O)O. Cell line: PC-3. Synergy scores: CSS=17.8, Synergy_ZIP=-5.39, Synergy_Bliss=0.802, Synergy_Loewe=-26.8, Synergy_HSA=0.551. (2) Drug 1: C1CCC(C1)C(CC#N)N2C=C(C=N2)C3=C4C=CNC4=NC=N3. Drug 2: CC1=C2C(C(=O)C3(C(CC4C(C3C(C(C2(C)C)(CC1OC(=O)C(C(C5=CC=CC=C5)NC(=O)OC(C)(C)C)O)O)OC(=O)C6=CC=CC=C6)(CO4)OC(=O)C)O)C)O. Cell line: SNB-19. Synergy scores: CSS=38.4, Synergy_ZIP=14.6, Synergy_Bliss=14.0, Synergy_Loewe=-19.9, Synergy_HSA=11.6. (3) Drug 1: CN1C(=O)N2C=NC(=C2N=N1)C(=O)N. Drug 2: CS(=O)(=O)OCCCCOS(=O)(=O)C. Cell line: SF-268. Synergy scores: CSS=-3.13, Synergy_ZIP=2.43, Synergy_Bliss=1.18, Synergy_Loewe=-5.11, Synergy_HSA=-4.34.